This data is from Retrosynthesis with 50K atom-mapped reactions and 10 reaction types from USPTO. The task is: Predict the reactants needed to synthesize the given product. The reactants are: COc1ccc(COC2CC(C)(C)Cc3nc(C4CCN(c5ncc(C=O)cn5)CC4)c(C(F)c4ccc(C(F)(F)F)cc4)c(C4CCC(F)(F)CC4)c32)cc1. Given the product COc1ccc(COC2CC(C)(C)Cc3nc(C4CCN(c5ncc(CO)cn5)CC4)c(C(F)c4ccc(C(F)(F)F)cc4)c(C4CCC(F)(F)CC4)c32)cc1, predict the reactants needed to synthesize it.